This data is from Catalyst prediction with 721,799 reactions and 888 catalyst types from USPTO. The task is: Predict which catalyst facilitates the given reaction. (1) Reactant: [NH2:1][CH:2]1[CH2:7][CH2:6][CH2:5][N:4]([C:8]([O:10][C:11]([CH3:14])([CH3:13])[CH3:12])=[O:9])[CH2:3]1.[NH2:15][C:16]1[C:21]([N+:22]([O-:24])=[O:23])=[CH:20][CH:19]=[C:18](Cl)[N:17]=1.C(N(C(C)C)CC)(C)C. Product: [NH2:15][C:16]1[N:17]=[C:18]([NH:1][CH:2]2[CH2:7][CH2:6][CH2:5][N:4]([C:8]([O:10][C:11]([CH3:14])([CH3:13])[CH3:12])=[O:9])[CH2:3]2)[CH:19]=[CH:20][C:21]=1[N+:22]([O-:24])=[O:23]. The catalyst class is: 16. (2) Reactant: [CH:1]1([C@H:5]([NH:7][C:8]2[N:16]=[C:15]([C:17]#[N:18])[N:14]=[C:13]3[C:9]=2[N:10]([CH2:26][C@H:27]2[CH2:32][CH2:31][C@H:30]([CH3:33])[CH2:29][CH2:28]2)[C:11]([S:19][C:20]2[CH:25]=[CH:24][CH:23]=[CH:22][CH:21]=2)=[N:12]3)[CH3:6])[CH2:4][CH2:3][CH2:2]1.C1C=C(Cl)C=C(C(OO)=[O:42])C=1. Product: [CH:1]1([C@H:5]([NH:7][C:8]2[N:16]=[C:15]([C:17]#[N:18])[N:14]=[C:13]3[C:9]=2[N:10]([CH2:26][C@H:27]2[CH2:32][CH2:31][C@H:30]([CH3:33])[CH2:29][CH2:28]2)[C:11]([S:19]([C:20]2[CH:25]=[CH:24][CH:23]=[CH:22][CH:21]=2)=[O:42])=[N:12]3)[CH3:6])[CH2:2][CH2:3][CH2:4]1. The catalyst class is: 4. (3) Reactant: [C:1]([O:5][C:6](=[O:19])[NH:7][C@H:8]([C:10]1[CH:15]=[CH:14][C:13]([CH:16]2[CH2:18][O:17]2)=[CH:12][CH:11]=1)[CH3:9])([CH3:4])([CH3:3])[CH3:2].[C:20]([NH2:25])([CH2:23][CH3:24])([CH3:22])[CH3:21]. Product: [C:1]([O:5][C:6](=[O:19])[NH:7][C@H:8]([C:10]1[CH:15]=[CH:14][C:13]([CH:16]([OH:17])[CH2:18][NH:25][C:20]([CH3:22])([CH3:21])[CH2:23][CH3:24])=[CH:12][CH:11]=1)[CH3:9])([CH3:4])([CH3:3])[CH3:2]. The catalyst class is: 8.